From a dataset of NCI-60 drug combinations with 297,098 pairs across 59 cell lines. Regression. Given two drug SMILES strings and cell line genomic features, predict the synergy score measuring deviation from expected non-interaction effect. (1) Drug 1: CC(C)(C#N)C1=CC(=CC(=C1)CN2C=NC=N2)C(C)(C)C#N. Drug 2: CC1C(C(CC(O1)OC2CC(CC3=C2C(=C4C(=C3O)C(=O)C5=CC=CC=C5C4=O)O)(C(=O)C)O)N)O. Cell line: DU-145. Synergy scores: CSS=38.8, Synergy_ZIP=0.869, Synergy_Bliss=-0.496, Synergy_Loewe=-2.74, Synergy_HSA=-0.563. (2) Drug 1: CN(C)N=NC1=C(NC=N1)C(=O)N. Drug 2: CC(C)(C#N)C1=CC(=CC(=C1)CN2C=NC=N2)C(C)(C)C#N. Cell line: SK-MEL-5. Synergy scores: CSS=12.5, Synergy_ZIP=-3.23, Synergy_Bliss=0.209, Synergy_Loewe=-0.0898, Synergy_HSA=-0.0592.